The task is: Predict which catalyst facilitates the given reaction.. This data is from Catalyst prediction with 721,799 reactions and 888 catalyst types from USPTO. (1) Reactant: C(OC([N:8]1[CH2:13][CH2:12][CH:11]([CH2:14][N:15]2[CH2:20][CH2:19][CH2:18][CH2:17][CH2:16]2)[CH2:10][CH2:9]1)=O)(C)(C)C.C(O)(C(F)(F)F)=O. Product: [CH2:14]([N:15]1[CH2:20][CH2:19][CH2:18][CH2:17][CH2:16]1)[CH:11]1[CH2:10][CH2:9][NH:8][CH2:13][CH2:12]1. The catalyst class is: 2. (2) Reactant: [Si:1]([O:8][C@@H:9]([C@H:11]1[C@H:14]([CH2:15][C:16]([C:18]2[CH:22]=[C:21]([CH2:23][CH3:24])[N:20]([CH3:25])[N:19]=2)=[O:17])[NH:13][C:12]1=[O:26])[CH3:10])([C:4]([CH3:7])([CH3:6])[CH3:5])([CH3:3])[CH3:2].O.[C:28]([O:32][CH2:33][CH:34]=[CH2:35])(=[O:31])[CH:29]=[O:30].O. Product: [Si:1]([O:8][C@@H:9]([C@H:11]1[C@H:14]([CH2:15][C:16]([C:18]2[CH:22]=[C:21]([CH2:23][CH3:24])[N:20]([CH3:25])[N:19]=2)=[O:17])[N:13]([CH:29]([OH:30])[C:28]([O:32][CH2:33][CH:34]=[CH2:35])=[O:31])[C:12]1=[O:26])[CH3:10])([C:4]([CH3:6])([CH3:7])[CH3:5])([CH3:2])[CH3:3]. The catalyst class is: 11. (3) Reactant: [CH2:1]([C:9]1([CH2:24][CH2:25][CH2:26][CH2:27][CH2:28][CH2:29][CH2:30][CH3:31])[C:21]2[CH:20]=[C:19]([CH:22]=[O:23])[CH:18]=[CH:17][C:16]=2[C:15]2[C:10]1=[CH:11][CH:12]=[CH:13][CH:14]=2)[CH2:2][CH2:3][CH2:4][CH2:5][CH2:6][CH2:7][CH3:8].[BH4-].[Na+].Cl.O.[Na+].[Cl-]. Product: [OH:23][CH2:22][C:19]1[CH:18]=[CH:17][C:16]2[C:15]3[C:10](=[CH:11][CH:12]=[CH:13][CH:14]=3)[C:9]([CH2:24][CH2:25][CH2:26][CH2:27][CH2:28][CH2:29][CH2:30][CH3:31])([CH2:1][CH2:2][CH2:3][CH2:4][CH2:5][CH2:6][CH2:7][CH3:8])[C:21]=2[CH:20]=1. The catalyst class is: 1. (4) Reactant: [CH3:1][O:2][C:3](=[O:29])[C:4]1[CH:9]=[CH:8][C:7]([CH2:10][CH:11]([C:22]2[CH:27]=[CH:26][C:25]([OH:28])=[CH:24][CH:23]=2)[C:12](=[O:21])[NH:13][C:14]2[CH:19]=[CH:18][C:17]([I:20])=[CH:16][CH:15]=2)=[CH:6][CH:5]=1.C([O-])([O-])=O.[Cs+].[Cs+].[CH2:36](I)[C:37]([CH3:40])([CH3:39])[CH3:38]. Product: [CH3:1][O:2][C:3](=[O:29])[C:4]1[CH:5]=[CH:6][C:7]([CH2:10][CH:11]([C:22]2[CH:23]=[CH:24][C:25]([O:28][CH2:36][C:37]([CH3:40])([CH3:39])[CH3:38])=[CH:26][CH:27]=2)[C:12](=[O:21])[NH:13][C:14]2[CH:19]=[CH:18][C:17]([I:20])=[CH:16][CH:15]=2)=[CH:8][CH:9]=1. The catalyst class is: 3. (5) Reactant: F[C:2]1[CH:3]=[N:4][CH:5]=[CH:6][C:7]=1[C:8]1[O:9][C:10]2[CH:16]=[CH:15][C:14]([C:17]([F:20])([F:19])[F:18])=[CH:13][C:11]=2[N:12]=1.[C:21]1([OH:27])[CH:26]=[CH:25][CH:24]=[CH:23][CH:22]=1.C(=O)([O-])[O-].[K+].[K+].CN(C=O)C. Product: [O:27]([C:2]1[CH:3]=[N:4][CH:5]=[CH:6][C:7]=1[C:8]1[O:9][C:10]2[CH:16]=[CH:15][C:14]([C:17]([F:20])([F:19])[F:18])=[CH:13][C:11]=2[N:12]=1)[C:21]1[CH:26]=[CH:25][CH:24]=[CH:23][CH:22]=1. The catalyst class is: 6.